From a dataset of Forward reaction prediction with 1.9M reactions from USPTO patents (1976-2016). Predict the product of the given reaction. (1) Given the reactants Cl[C:2]1[C:12]([C:13]#[N:14])=[CH:11][C:5]([C:6]([O:8][CH2:9][CH3:10])=[O:7])=[C:4]([CH3:15])[N:3]=1.C(N(CC)CC)C.[CH2:23]([S:30]([NH:33][C:34]([CH:36]1[CH2:41][CH2:40][NH:39][CH2:38][CH2:37]1)=[O:35])(=[O:32])=[O:31])[C:24]1[CH:29]=[CH:28][CH:27]=[CH:26][CH:25]=1.OS([O-])(=O)=O.[K+], predict the reaction product. The product is: [CH2:9]([O:8][C:6](=[O:7])[C:5]1[CH:11]=[C:12]([C:13]#[N:14])[C:2]([N:39]2[CH2:40][CH2:41][CH:36]([C:34]([NH:33][S:30]([CH2:23][C:24]3[CH:25]=[CH:26][CH:27]=[CH:28][CH:29]=3)(=[O:32])=[O:31])=[O:35])[CH2:37][CH2:38]2)=[N:3][C:4]=1[CH3:15])[CH3:10]. (2) Given the reactants Br[C:2]1[CH:7]=[CH:6][N:5]=[CH:4][C:3]=1[N:8]([CH3:25])[C:9](=[O:24])[C:10]1[CH:15]=[C:14]([C:16]([F:19])([F:18])[F:17])[CH:13]=[C:12]([C:20]([F:23])([F:22])[F:21])[CH:11]=1.[F:26][C:27]1[CH:32]=[CH:31][C:30]([CH3:33])=[CH:29][C:28]=1B(O)O, predict the reaction product. The product is: [F:26][C:27]1[CH:32]=[CH:31][C:30]([CH3:33])=[CH:29][C:28]=1[C:2]1[CH:7]=[CH:6][N:5]=[CH:4][C:3]=1[N:8]([CH3:25])[C:9](=[O:24])[C:10]1[CH:15]=[C:14]([C:16]([F:19])([F:18])[F:17])[CH:13]=[C:12]([C:20]([F:23])([F:22])[F:21])[CH:11]=1. (3) Given the reactants P([O-])([O:5][CH2:6][CH3:7])OCC.[H-].[Na+].Br[CH2:12][C:13]([OH:15])=O.[C:16]1(=[O:22])[CH2:21][CH2:20][CH2:19][CH2:18][CH2:17]1, predict the reaction product. The product is: [OH:15][C:13]1[CH:12]=[C:18]2[C:17]([C:6](=[O:5])[CH2:7][C:16]3([O:22]2)[CH2:21][CH2:20][CH2:19][CH2:18][CH2:17]3)=[CH:16][CH:21]=1. (4) Given the reactants C[O:2][C:3](=[O:36])[C:4]1[CH:9]=[CH:8][C:7]([CH2:10][N:11]([S:27]([C:30]2[CH:35]=[CH:34][CH:33]=[CH:32][CH:31]=2)(=[O:29])=[O:28])[CH2:12][C:13]2[CH:18]=[CH:17][C:16]([C:19]([F:25])([F:24])[P:20]([OH:23])([OH:22])=[O:21])=[C:15]([Br:26])[CH:14]=2)=[CH:6][CH:5]=1.[OH-].[Na+], predict the reaction product. The product is: [C:30]1([S:27]([N:11]([CH2:10][C:7]2[CH:6]=[CH:5][C:4]([C:3]([OH:36])=[O:2])=[CH:9][CH:8]=2)[CH2:12][C:13]2[CH:18]=[CH:17][C:16]([C:19]([F:24])([F:25])[P:20]([OH:22])([OH:23])=[O:21])=[C:15]([Br:26])[CH:14]=2)(=[O:28])=[O:29])[CH:31]=[CH:32][CH:33]=[CH:34][CH:35]=1. (5) Given the reactants C(O[C:5]1[CH:10]=[CH:9][C:8]([Br:11])=[CH:7][C:6]=1C)(=O)C.[C:13]([O:17][C:18](=[O:25])[C:19]1[CH:24]=[CH:23][CH:22]=[CH:21][CH:20]=1)([CH3:16])([CH3:15])[CH3:14].[CH3:26][Si](C)(C)[N-][Si](C)(C)C.[Li+].[C:36]([O:39][CH2:40]C)(=[O:38])[CH3:37], predict the reaction product. The product is: [C:13]([O:17][C:18](=[O:25])[C:19]1[CH:24]=[CH:23][C:22]([CH2:26][CH:37]([C:5]2[CH:6]=[CH:7][C:8]([Br:11])=[CH:9][CH:10]=2)[C:36]([O:39][CH3:40])=[O:38])=[CH:21][CH:20]=1)([CH3:16])([CH3:14])[CH3:15]. (6) Given the reactants [Br:1][C:2]1[CH:3]=[C:4]([NH2:14])[C:5]([NH:10][CH:11]([CH3:13])[CH3:12])=[N:6][C:7]=1[CH2:8][CH3:9].[CH2:15](OC(OC(=O)C)OCC)C, predict the reaction product. The product is: [Br:1][C:2]1[CH:3]=[C:4]2[N:14]=[CH:15][N:10]([CH:11]([CH3:13])[CH3:12])[C:5]2=[N:6][C:7]=1[CH2:8][CH3:9]. (7) Given the reactants Cl[C:2]([O:4][CH:5]([CH3:7])[CH3:6])=[O:3].[NH2:8][C:9]1[CH:18]=[C:17]([Br:19])[CH:16]=[CH:15][C:10]=1[C:11]([O:13][CH3:14])=[O:12].N1C=CC=CC=1.O, predict the reaction product. The product is: [Br:19][C:17]1[CH:16]=[CH:15][C:10]([C:11]([O:13][CH3:14])=[O:12])=[C:9]([NH:8][C:2]([O:4][CH:5]([CH3:7])[CH3:6])=[O:3])[CH:18]=1. (8) Given the reactants [Cl:1][C:2]1[CH:3]=[N:4][C:5]2[N:6]([N:8]=[C:9]([C:11]([OH:13])=O)[CH:10]=2)[CH:7]=1.[CH3:14][CH:15]1[NH:20][CH2:19][CH2:18][N:17]2[CH:21]=[N:22][N:23]=[C:16]12, predict the reaction product. The product is: [Cl:1][C:2]1[CH:3]=[N:4][C:5]2[N:6]([N:8]=[C:9]([C:11]([N:20]3[CH2:19][CH2:18][N:17]4[CH:21]=[N:22][N:23]=[C:16]4[CH:15]3[CH3:14])=[O:13])[CH:10]=2)[CH:7]=1. (9) Given the reactants [Br:1][C:2]1[CH:3]=[C:4]2[C:10](I)=[CH:9][N:8]([CH2:12][O:13][CH2:14][CH2:15][Si:16]([CH3:19])([CH3:18])[CH3:17])[C:5]2=[N:6][CH:7]=1.[CH3:20][O:21][C:22]1[CH:27]=[CH:26][CH:25]=[CH:24][C:23]=1B(O)O.ClCCl.C(=O)([O-])[O-].[Na+].[Na+], predict the reaction product. The product is: [Br:1][C:2]1[CH:3]=[C:4]2[C:10]([C:23]3[CH:24]=[CH:25][CH:26]=[CH:27][C:22]=3[O:21][CH3:20])=[CH:9][N:8]([CH2:12][O:13][CH2:14][CH2:15][Si:16]([CH3:19])([CH3:18])[CH3:17])[C:5]2=[N:6][CH:7]=1.